Dataset: Full USPTO retrosynthesis dataset with 1.9M reactions from patents (1976-2016). Task: Predict the reactants needed to synthesize the given product. (1) Given the product [NH2:7][C@H:8]([CH2:19][CH:20]([CH3:21])[CH3:22])[C:9]([NH:11][C:12]1[CH:13]=[CH:14][C:15]([C:31]2[CH:30]=[CH:29][N:28]=[CH:27][C:26]=2[O:25][CH3:24])=[CH:16][CH:17]=1)=[O:10], predict the reactants needed to synthesize it. The reactants are: C(OC(=O)[NH:7][C@H:8]([CH2:19][CH:20]([CH3:22])[CH3:21])[C:9]([NH:11][C:12]1[CH:17]=[CH:16][C:15](Br)=[CH:14][CH:13]=1)=[O:10])(C)(C)C.[CH3:24][O:25][C:26]1[CH:27]=[N:28][CH:29]=[CH:30][C:31]=1B(O)O.C(O)(C(F)(F)F)=O. (2) Given the product [ClH:28].[CH2:1]([N:3]([CH2:6][C@H:7]1[CH2:12][O:11][CH2:10][CH2:9][NH:8]1)[CH2:4][CH3:5])[CH3:2], predict the reactants needed to synthesize it. The reactants are: [CH2:1]([N:3]([CH2:6][C@H:7]1[CH2:12][O:11][CH2:10][CH2:9][N:8]1C(OC(C)(C)C)=O)[CH2:4][CH3:5])[CH3:2].C(O)(C(F)(F)F)=O.C(Cl)[Cl:28]. (3) Given the product [S:45]1[CH:39]=[C:44]([C:2]2[CH:7]=[CH:6][C:5]([C:8]3[N:12]([C:13]4[CH:14]=[CH:15][C:16]([S:19]([NH2:22])(=[O:21])=[O:20])=[N:17][CH:18]=4)[N:11]=[C:10]([C:23]([F:24])([F:25])[F:26])[CH:9]=3)=[CH:4][CH:3]=2)[N:43]=[CH:42]1, predict the reactants needed to synthesize it. The reactants are: Br[C:2]1[CH:7]=[CH:6][C:5]([C:8]2[N:12]([C:13]3[CH:14]=[CH:15][C:16]([S:19]([NH2:22])(=[O:21])=[O:20])=[N:17][CH:18]=3)[N:11]=[C:10]([C:23]([F:26])([F:25])[F:24])[CH:9]=2)=[CH:4][CH:3]=1.BrC1C=CC(C2N([C:39]3C=C[C:42]([S:45](N)(=O)=O)=[N:43][CH:44]=3)N=C(C(F)(F)F)C=2Cl)=CC=1. (4) Given the product [CH2:1]([C:5]1[NH:6][C:7]([C:11]([OH:13])=[O:12])=[C:8]([Cl:10])[N:9]=1)[CH2:2][CH2:3][CH3:4], predict the reactants needed to synthesize it. The reactants are: [CH2:1]([C:5]1[NH:6][C:7]([CH:11]=[O:12])=[C:8]([Cl:10])[N:9]=1)[CH2:2][CH2:3][CH3:4].[O-:13][Mn](=O)(=O)=O.[K+]. (5) Given the product [O:1]=[C:2]1[C:6]2([CH2:11][CH2:10][N:9]([CH2:33][CH2:34][CH2:35][N:36]3[C:44]4[C:39](=[CH:40][CH:41]=[CH:42][CH:43]=4)[CH2:38][C:37]3=[O:45])[CH2:8][CH2:7]2)[N:5]([C:12]2[CH:17]=[CH:16][CH:15]=[CH:14][CH:13]=2)[CH2:4][N:3]1[CH2:18][C:19]1[CH:20]=[CH:21][C:22]([C:23]([O:25][C:26]([CH3:28])([CH3:27])[CH3:29])=[O:24])=[CH:30][CH:31]=1, predict the reactants needed to synthesize it. The reactants are: [O:1]=[C:2]1[C:6]2([CH2:11][CH2:10][NH:9][CH2:8][CH2:7]2)[N:5]([C:12]2[CH:17]=[CH:16][CH:15]=[CH:14][CH:13]=2)[CH2:4][N:3]1[CH2:18][C:19]1[CH:31]=[CH:30][C:22]([C:23]([O:25][C:26]([CH3:29])([CH3:28])[CH3:27])=[O:24])=[CH:21][CH:20]=1.Cl[CH2:33][CH2:34][CH2:35][N:36]1[C:44]2[C:39](=[CH:40][CH:41]=[CH:42][CH:43]=2)[CH2:38][C:37]1=[O:45].[I-].[Na+].C(=O)([O-])[O-].[K+].[K+]. (6) Given the product [Cl:8][C:9]1[CH:10]=[CH:11][C:12]([CH2:31][NH:32][C:33]2[CH:38]=[CH:37][C:36]([C:39]3[CH:44]=[CH:43][C:42]([F:45])=[C:41]([F:46])[CH:40]=3)=[CH:35][CH:34]=2)=[C:13]([C:15]2[CH:16]=[CH:17][C:18]([C:21]([NH:23][CH2:24][CH2:25][C:26]([OH:28])=[O:27])=[O:22])=[N:19][CH:20]=2)[CH:14]=1, predict the reactants needed to synthesize it. The reactants are: [OH-].[Na+].C1COCC1.[Cl:8][C:9]1[CH:10]=[CH:11][C:12]([CH2:31][NH:32][C:33]2[CH:38]=[CH:37][C:36]([C:39]3[CH:44]=[CH:43][C:42]([F:45])=[C:41]([F:46])[CH:40]=3)=[CH:35][CH:34]=2)=[C:13]([C:15]2[CH:16]=[CH:17][C:18]([C:21]([NH:23][CH2:24][CH2:25][C:26]([O:28]CC)=[O:27])=[O:22])=[N:19][CH:20]=2)[CH:14]=1.Cl. (7) Given the product [Cl:24][Si:25]([CH2:23][CH2:22][CH2:21][O:20][CH2:19][C:6]([CH2:5][O:4][CH2:1][CH2:2][CH2:3][Si:25]([Cl:27])([Cl:26])[Cl:24])([CH2:9][O:10][CH2:11][CH2:12][CH2:13][CH2:14][CH2:15][CH2:16][CH2:17][CH3:18])[CH2:7][CH3:8])([Cl:27])[Cl:26], predict the reactants needed to synthesize it. The reactants are: [CH2:1]([O:4][CH2:5][C:6]([CH2:19][O:20][CH2:21][CH:22]=[CH2:23])([CH2:9][O:10][CH2:11][CH2:12][CH2:13][CH2:14][CH2:15][CH2:16][CH2:17][CH3:18])[CH2:7][CH3:8])[CH:2]=[CH2:3].[Cl:24][SiH:25]([Cl:27])[Cl:26]. (8) Given the product [Cl:25][C:22]1[CH:23]=[CH:24][C:19]([NH:18][C:17]([CH:15]2[N:14]([C:35]3[C:40]([Cl:41])=[CH:39][CH:38]=[CH:37][N:36]=3)[N:13]=[C:12]([Br:46])[CH2:16]2)=[O:34])=[C:20]([C:26](=[O:33])[NH:27][CH:28]([CH:30]2[CH2:32][CH2:31]2)[CH3:29])[CH:21]=1, predict the reactants needed to synthesize it. The reactants are: CC1C=CC(S(O[C:12]2[CH2:16][CH:15]([C:17](=[O:34])[NH:18][C:19]3[CH:24]=[CH:23][C:22]([Cl:25])=[CH:21][C:20]=3[C:26](=[O:33])[NH:27][CH:28]([CH:30]3[CH2:32][CH2:31]3)[CH3:29])[N:14]([C:35]3[C:40]([Cl:41])=[CH:39][CH:38]=[CH:37][N:36]=3)[N:13]=2)(=O)=O)=CC=1.C(O)(=O)C.[BrH:46].C(OCC)(=O)C.[OH-].[Na+]. (9) The reactants are: C(O)(C(F)(F)F)=O.[NH2:8][CH2:9][CH2:10][CH2:11][C@:12]([C@@H:21]1[CH2:26][CH2:25][CH2:24][N:23]([C:27]([O:29][C:30]([CH3:33])([CH3:32])[CH3:31])=[O:28])[CH2:22]1)([C:14]1[CH:19]=[CH:18][CH:17]=[C:16]([Cl:20])[CH:15]=1)[OH:13].C(N(CC)CC)C.Cl[C:42]([O:44][CH3:45])=[O:43]. Given the product [CH3:45][O:44][C:42]([NH:8][CH2:9][CH2:10][CH2:11][C@:12]([C@@H:21]1[CH2:26][CH2:25][CH2:24][N:23]([C:27]([O:29][C:30]([CH3:33])([CH3:32])[CH3:31])=[O:28])[CH2:22]1)([C:14]1[CH:19]=[CH:18][CH:17]=[C:16]([Cl:20])[CH:15]=1)[OH:13])=[O:43], predict the reactants needed to synthesize it. (10) Given the product [F:1][C:2]1[CH:3]=[C:4]([N:16]2[C:17]([C:19]([O:21][CH2:22][CH3:23])=[O:20])=[CH:18][C:14]([CH:11]([CH3:12])[CH3:13])=[N:15]2)[CH:5]=[CH:6][CH:7]=1, predict the reactants needed to synthesize it. The reactants are: [F:1][C:2]1[CH:3]=[C:4](B(O)O)[CH:5]=[CH:6][CH:7]=1.[CH:11]([C:14]1[CH:18]=[C:17]([C:19]([O:21][CH2:22][CH3:23])=[O:20])[NH:16][N:15]=1)([CH3:13])[CH3:12].